Dataset: NCI-60 drug combinations with 297,098 pairs across 59 cell lines. Task: Regression. Given two drug SMILES strings and cell line genomic features, predict the synergy score measuring deviation from expected non-interaction effect. (1) Drug 2: CC1=C(C=C(C=C1)NC(=O)C2=CC=C(C=C2)CN3CCN(CC3)C)NC4=NC=CC(=N4)C5=CN=CC=C5. Cell line: NCI-H322M. Synergy scores: CSS=34.9, Synergy_ZIP=-1.20, Synergy_Bliss=4.79, Synergy_Loewe=-22.7, Synergy_HSA=6.10. Drug 1: C1=CC(=C2C(=C1NCCNCCO)C(=O)C3=C(C=CC(=C3C2=O)O)O)NCCNCCO. (2) Drug 1: CC(C)NC(=O)C1=CC=C(C=C1)CNNC.Cl. Drug 2: C1CN(P(=O)(OC1)NCCCl)CCCl. Cell line: SR. Synergy scores: CSS=-5.05, Synergy_ZIP=5.22, Synergy_Bliss=0.242, Synergy_Loewe=-8.96, Synergy_HSA=-13.0. (3) Drug 1: C1=CC(=CC=C1CCC2=CNC3=C2C(=O)NC(=N3)N)C(=O)NC(CCC(=O)O)C(=O)O. Cell line: MCF7. Drug 2: CCC1=C2CN3C(=CC4=C(C3=O)COC(=O)C4(CC)O)C2=NC5=C1C=C(C=C5)O. Synergy scores: CSS=38.5, Synergy_ZIP=-6.40, Synergy_Bliss=-3.78, Synergy_Loewe=2.04, Synergy_HSA=4.01. (4) Drug 1: COC1=CC(=CC(=C1O)OC)C2C3C(COC3=O)C(C4=CC5=C(C=C24)OCO5)OC6C(C(C7C(O6)COC(O7)C8=CC=CS8)O)O. Drug 2: CCCCC(=O)OCC(=O)C1(CC(C2=C(C1)C(=C3C(=C2O)C(=O)C4=C(C3=O)C=CC=C4OC)O)OC5CC(C(C(O5)C)O)NC(=O)C(F)(F)F)O. Cell line: NCIH23. Synergy scores: CSS=59.5, Synergy_ZIP=3.14, Synergy_Bliss=6.09, Synergy_Loewe=4.00, Synergy_HSA=7.77.